Predict the reactants needed to synthesize the given product. From a dataset of Full USPTO retrosynthesis dataset with 1.9M reactions from patents (1976-2016). Given the product [O:24]=[C:2]1[C:3]2[N:12]=[CH:13][CH:14]=[CH:15][C:4]=2[CH2:5][CH2:6][CH:1]1[CH2:11][CH2:18][C:17]([O:21][CH2:22][CH3:23])=[O:20], predict the reactants needed to synthesize it. The reactants are: [C:1]1([CH3:11])[CH:6]=[CH:5][C:4](S(O)(=O)=O)=[CH:3][CH:2]=1.[NH:12]1C[CH2:15][CH2:14][CH2:13]1.[C:17]([O:21][CH2:22][CH3:23])(=[O:20])[CH:18]=C.[OH2:24].